Binary Classification. Given a T-cell receptor sequence (or CDR3 region) and an epitope sequence, predict whether binding occurs between them. From a dataset of TCR-epitope binding with 47,182 pairs between 192 epitopes and 23,139 TCRs. (1) The epitope is FRYMNSQGL. The TCR CDR3 sequence is CASSFVPVSETQYF. Result: 0 (the TCR does not bind to the epitope). (2) The epitope is YSEHPTFTSQY. The TCR CDR3 sequence is CASSLVFGGAQTQYF. Result: 0 (the TCR does not bind to the epitope).